Dataset: Catalyst prediction with 721,799 reactions and 888 catalyst types from USPTO. Task: Predict which catalyst facilitates the given reaction. (1) Reactant: [CH2:1]([C:3]1[S:7][CH:6]=[C:5]([C:8](Cl)=[O:9])[CH:4]=1)[CH3:2].[N+](=[CH:13][Si](C)(C)C)=[N-].[BrH:18].C(=O)(O)[O-].[Na+]. Product: [Br:18][CH2:13][C:8]([C:5]1[CH:4]=[C:3]([CH2:1][CH3:2])[S:7][CH:6]=1)=[O:9]. The catalyst class is: 23. (2) Reactant: [Cl:1][C:2]1[N:6]2[C:7]([CH2:12][C:13]3[CH:18]=[CH:17][C:16]([F:19])=[C:15]([C:20]([N:22]4[CH2:27][CH2:26][NH:25][CH2:24][CH2:23]4)=[O:21])[CH:14]=3)=[CH:8][NH:9][C:10](=[O:11])[C:5]2=[CH:4][C:3]=1[Cl:28].[CH2:29]([S:31](Cl)(=[O:33])=[O:32])[CH3:30].CCN(C(C)C)C(C)C. Product: [Cl:1][C:2]1[N:6]2[C:7]([CH2:12][C:13]3[CH:18]=[CH:17][C:16]([F:19])=[C:15]([C:20]([N:22]4[CH2:23][CH2:24][N:25]([S:31]([CH2:29][CH3:30])(=[O:33])=[O:32])[CH2:26][CH2:27]4)=[O:21])[CH:14]=3)=[CH:8][NH:9][C:10](=[O:11])[C:5]2=[CH:4][C:3]=1[Cl:28]. The catalyst class is: 3. (3) Reactant: Br[C:2]1[C:10](Br)=[CH:9][C:5]2[O:6][CH2:7][O:8][C:4]=2[CH:3]=1.[F:12][C:13]1[CH:18]=[CH:17][C:16](B(O)O)=[CH:15][CH:14]=1.[CH3:22][S:23][C:24]1[CH:29]=[CH:28][C:27](B(O)O)=[CH:26][CH:25]=1. Product: [F:12][C:13]1[CH:18]=[CH:17][C:16]([C:2]2[C:10]([C:27]3[CH:28]=[CH:29][C:24]([S:23][CH3:22])=[CH:25][CH:26]=3)=[CH:9][C:5]3[O:6][CH2:7][O:8][C:4]=3[CH:3]=2)=[CH:15][CH:14]=1. The catalyst class is: 335. (4) Reactant: Cl.[F:2][CH:3]([F:38])[C:4]1[CH:9]=[C:8]([C:10]2[CH:15]=[CH:14][C:13]([C:16]([N:18]3[CH2:22][CH2:21][CH2:20][CH2:19]3)=[O:17])=[CH:12][CH:11]=2)[N:7]=[C:6]2[N:23](C3CCCCO3)[N:24]=[C:25]([C:26]3[CH:31]=[CH:30][CH:29]=[CH:28][CH:27]=3)[C:5]=12.C(=O)([O-])O.[Na+].ClCCl.CCCCC. Product: [F:38][CH:3]([F:2])[C:4]1[CH:9]=[C:8]([C:10]2[CH:15]=[CH:14][C:13]([C:16]([N:18]3[CH2:19][CH2:20][CH2:21][CH2:22]3)=[O:17])=[CH:12][CH:11]=2)[N:7]=[C:6]2[NH:23][N:24]=[C:25]([C:26]3[CH:31]=[CH:30][CH:29]=[CH:28][CH:27]=3)[C:5]=12. The catalyst class is: 169. (5) Reactant: [C:1]([C:5]1[CH:9]=[C:8]([CH2:10]O)[O:7][N:6]=1)([CH3:4])([CH3:3])[CH3:2].S(Cl)([Cl:14])=O. Product: [C:1]([C:5]1[CH:9]=[C:8]([CH2:10][Cl:14])[O:7][N:6]=1)([CH3:4])([CH3:3])[CH3:2]. The catalyst class is: 4. (6) Reactant: [CH3:1][N:2]([CH3:23])[C:3]1[N:8]=[CH:7][C:6]([C:9]2[N:13]3[CH:14]=[CH:15][CH:16]=[CH:17][C:12]3=[N:11][C:10]=2[C:18](OCC)=[O:19])=[CH:5][CH:4]=1.[BH4-].[Li+].[OH-].[Na+]. Product: [CH3:1][N:2]([CH3:23])[C:3]1[N:8]=[CH:7][C:6]([C:9]2[N:13]3[CH:14]=[CH:15][CH:16]=[CH:17][C:12]3=[N:11][C:10]=2[CH2:18][OH:19])=[CH:5][CH:4]=1. The catalyst class is: 5. (7) Reactant: [CH3:1][O:2][C:3](=[O:20])[C:4]1[CH:9]=[CH:8][C:7]([NH:10][C:11]([C@H:13]2[CH2:17][C@@H:16]([O:18][CH3:19])[CH2:15][NH:14]2)=[O:12])=[CH:6][CH:5]=1.C(N(CC)C(C)C)(C)C.[Cl:30][C:31]1[CH:36]=[CH:35][C:34]([N:37]=[C:38]=[O:39])=[CH:33][CH:32]=1. Product: [CH3:1][O:2][C:3](=[O:20])[C:4]1[CH:5]=[CH:6][C:7]([NH:10][C:11]([C@H:13]2[CH2:17][C@@H:16]([O:18][CH3:19])[CH2:15][N:14]2[C:38](=[O:39])[NH:37][C:34]2[CH:35]=[CH:36][C:31]([Cl:30])=[CH:32][CH:33]=2)=[O:12])=[CH:8][CH:9]=1. The catalyst class is: 1.